This data is from Full USPTO retrosynthesis dataset with 1.9M reactions from patents (1976-2016). The task is: Predict the reactants needed to synthesize the given product. Given the product [Cl:20][C:21]1[CH:37]=[CH:36][C:24]2[CH2:25][CH2:26][N:27]([C:30](=[O:35])[C:31]([F:32])([F:34])[F:33])[CH2:28][CH2:29][C:23]=2[C:22]=1[NH:12][CH2:11][C:8]1[CH:9]=[CH:10][C:5]([C:4]([O:3][CH3:2])=[O:13])=[CH:6][CH:7]=1, predict the reactants needed to synthesize it. The reactants are: Cl.[CH3:2][O:3][C:4](=[O:13])[C:5]1[CH:10]=[CH:9][C:8]([CH2:11][NH2:12])=[CH:7][CH:6]=1.C([O-])([O-])=O.[K+].[K+].[Cl:20][C:21]1[CH:37]=[CH:36][C:24]2[CH2:25][CH2:26][N:27]([C:30](=[O:35])[C:31]([F:34])([F:33])[F:32])[CH2:28][CH2:29][C:23]=2[C:22]=1OS(C(F)(F)F)(=O)=O.COC(=O)C1C=CC(CN)=CC=1.